This data is from Merck oncology drug combination screen with 23,052 pairs across 39 cell lines. The task is: Regression. Given two drug SMILES strings and cell line genomic features, predict the synergy score measuring deviation from expected non-interaction effect. (1) Drug 1: CN(Cc1cnc2nc(N)nc(N)c2n1)c1ccc(C(=O)NC(CCC(=O)O)C(=O)O)cc1. Drug 2: C=CCn1c(=O)c2cnc(Nc3ccc(N4CCN(C)CC4)cc3)nc2n1-c1cccc(C(C)(C)O)n1. Cell line: NCIH2122. Synergy scores: synergy=-1.48. (2) Drug 1: CS(=O)(=O)CCNCc1ccc(-c2ccc3ncnc(Nc4ccc(OCc5cccc(F)c5)c(Cl)c4)c3c2)o1. Drug 2: Cn1cc(-c2cnn3c(N)c(Br)c(C4CCCNC4)nc23)cn1. Cell line: NCIH460. Synergy scores: synergy=-10.4. (3) Drug 1: C#Cc1cccc(Nc2ncnc3cc(OCCOC)c(OCCOC)cc23)c1. Drug 2: CCc1cnn2c(NCc3ccc[n+]([O-])c3)cc(N3CCCCC3CCO)nc12. Cell line: OCUBM. Synergy scores: synergy=-16.9. (4) Drug 1: C#Cc1cccc(Nc2ncnc3cc(OCCOC)c(OCCOC)cc23)c1. Drug 2: Cc1nc(Nc2ncc(C(=O)Nc3c(C)cccc3Cl)s2)cc(N2CCN(CCO)CC2)n1. Cell line: COLO320DM. Synergy scores: synergy=6.67.